From a dataset of Forward reaction prediction with 1.9M reactions from USPTO patents (1976-2016). Predict the product of the given reaction. (1) Given the reactants [CH3:1][S:2]([O:5][CH2:6][C:7]1[CH:8]=[N:9][CH:10]=NC=1)(=[O:4])=[O:3].[N:13]1C=CN=C[C:14]=1CO, predict the reaction product. The product is: [CH3:1][S:2]([O:5][CH2:6][C:7]1[CH:8]=[N:9][CH:10]=[CH:14][N:13]=1)(=[O:3])=[O:4]. (2) Given the reactants [CH:1]([C:3]1[CH:4]=[C:5]2[C:13](=[CH:14][CH:15]=1)[C:12]1[O:11][N:10]=[C:9]([C:16]([O:18][CH3:19])=[O:17])[C:8]=1[CH2:7][CH2:6]2)=C.C[N+]1([O-])CC[O:24]CC1.I([O-])(=O)(=O)=O.[Na+], predict the reaction product. The product is: [CH:1]([C:3]1[CH:4]=[C:5]2[C:13](=[CH:14][CH:15]=1)[C:12]1[O:11][N:10]=[C:9]([C:16]([O:18][CH3:19])=[O:17])[C:8]=1[CH2:7][CH2:6]2)=[O:24].